Dataset: Full USPTO retrosynthesis dataset with 1.9M reactions from patents (1976-2016). Task: Predict the reactants needed to synthesize the given product. (1) Given the product [NH2:18][C:15]1[CH:16]=[CH:17][C:12]([N:2]([CH3:1])[C:3](=[O:11])[CH2:4][N:5]2[CH2:10][CH2:9][CH2:8][CH2:7][CH2:6]2)=[CH:13][CH:14]=1, predict the reactants needed to synthesize it. The reactants are: [CH3:1][N:2]([C:12]1[CH:17]=[CH:16][C:15]([N+:18]([O-])=O)=[CH:14][CH:13]=1)[C:3](=[O:11])[CH2:4][N:5]1[CH2:10][CH2:9][CH2:8][CH2:7][CH2:6]1.[NH4+].[Cl-].O. (2) Given the product [F:28][C:15]1([F:14])[CH2:16][N:17]([C:19]([C:21]2[CH:26]=[CH:25][C:24]([N:6]3[C:5]4[CH2:8][CH2:9][O:10][CH2:11][C:4]=4[C:3]([C:2]([F:12])([F:1])[F:13])=[N:7]3)=[CH:23][CH:22]=2)=[O:20])[CH2:18]1, predict the reactants needed to synthesize it. The reactants are: [F:1][C:2]([F:13])([F:12])[C:3]1[C:4]2[CH2:11][O:10][CH2:9][CH2:8][C:5]=2[NH:6][N:7]=1.[F:14][C:15]1([F:28])[CH2:18][N:17]([C:19]([C:21]2[CH:26]=[CH:25][C:24](I)=[CH:23][CH:22]=2)=[O:20])[CH2:16]1. (3) Given the product [Cl:19][C:10]1[N:9]=[C:8]([C:5]2[CH:6]=[CH:7][C:2]([Cl:1])=[C:3]([CH3:16])[CH:4]=2)[CH:13]=[C:12]([CH3:14])[N:11]=1, predict the reactants needed to synthesize it. The reactants are: [Cl:1][C:2]1[CH:7]=[CH:6][C:5]([C:8]2[CH:13]=[C:12]([CH3:14])[NH:11][C:10](=O)[N:9]=2)=[CH:4][C:3]=1[CH3:16].O=P(Cl)(Cl)[Cl:19]. (4) Given the product [C:1]([O:5][C:6](=[O:34])[C@@H:7]([NH:13][C:14](=[O:15])[NH:16][C@@H:17]([CH2:25][CH2:26][C:27]([O:29][C:30]([CH3:33])([CH3:32])[CH3:31])=[O:28])[C:18]([O:20][C:21]([CH3:22])([CH3:23])[CH3:24])=[O:19])[CH2:8][CH2:9][C:10]([O:12][N:39]1[C:40](=[O:41])[CH2:35][CH2:36][C:37]1=[O:38])=[O:11])([CH3:2])([CH3:3])[CH3:4], predict the reactants needed to synthesize it. The reactants are: [C:1]([O:5][C:6](=[O:34])[C@@H:7]([NH:13][C:14]([NH:16][C@@H:17]([CH2:25][CH2:26][C:27]([O:29][C:30]([CH3:33])([CH3:32])[CH3:31])=[O:28])[C:18]([O:20][C:21]([CH3:24])([CH3:23])[CH3:22])=[O:19])=[O:15])[CH2:8][CH2:9][C:10]([OH:12])=[O:11])([CH3:4])([CH3:3])[CH3:2].[CH2:35]1[C:40](=[O:41])[N:39](OC(O[N:39]2[C:40](=[O:41])[CH2:35][CH2:36][C:37]2=[O:38])=O)[C:37](=[O:38])[CH2:36]1.N1C=CC=CC=1. (5) Given the product [CH2:1]=[CH:2][C:3]1[CH:8]=[CH:7][CH:6]=[CH:5][CH:4]=1.[CH2:10]=[CH:9][CH:11]=[CH2:12].[CH2:1]=[CH:2][C:3]1[CH:8]=[CH:7][CH:6]=[CH:5][CH:4]=1, predict the reactants needed to synthesize it. The reactants are: [CH2:1]=[CH:2][C:3]1[CH:8]=[CH:7][CH:6]=[CH:5][CH:4]=1.[CH:9]([Li])([CH2:11][CH3:12])[CH3:10].C=CC=C.C(OCC(OCC)C)C.[H][H].